This data is from Forward reaction prediction with 1.9M reactions from USPTO patents (1976-2016). The task is: Predict the product of the given reaction. (1) Given the reactants Cl.[Cl:2][C:3]1[N:4]=[C:5]([C:10]([NH:12][C@H:13]2[CH2:18][CH2:17][NH:16][CH2:15][C@H:14]2[O:19][CH2:20][CH3:21])=[O:11])[NH:6][C:7]=1[CH2:8][CH3:9].Cl[C:23]1[N:28]=[CH:27][CH:26]=[CH:25][N:24]=1.C(=O)([O-])[O-].[Na+].[Na+], predict the reaction product. The product is: [Cl:2][C:3]1[N:4]=[C:5]([C:10]([NH:12][C@H:13]2[CH2:18][CH2:17][N:16]([C:23]3[N:28]=[CH:27][CH:26]=[CH:25][N:24]=3)[CH2:15][C@H:14]2[O:19][CH2:20][CH3:21])=[O:11])[NH:6][C:7]=1[CH2:8][CH3:9]. (2) The product is: [CH3:39][O:38][CH2:37][CH:5]([CH2:4][O:44][CH3:41])[CH2:6][CH2:7][C:8]1([CH2:14][CH2:15][N:16]2[CH2:21][CH2:20][CH:19]([N:22]([C:30]3[CH:35]=[CH:34][C:33]([CH3:36])=[CH:32][N:31]=3)[C:23]([C:25]3[O:26][CH:27]=[CH:28][CH:29]=3)=[O:24])[CH2:18][CH2:17]2)[CH2:9][CH2:10][CH2:11][CH2:12][CH2:13]1. Given the reactants [H-].[Na+].O[CH2:4][CH:5]([CH2:37][OH:38])[CH2:6][CH2:7][C:8]1([CH2:14][CH2:15][N:16]2[CH2:21][CH2:20][CH:19]([N:22]([C:30]3[CH:35]=[CH:34][C:33]([CH3:36])=[CH:32][N:31]=3)[C:23]([C:25]3[O:26][CH:27]=[CH:28][CH:29]=3)=[O:24])[CH2:18][CH2:17]2)[CH2:13][CH2:12][CH2:11][CH2:10][CH2:9]1.[CH3:39]I.[C:41](=[O:44])([O-])O.[Na+], predict the reaction product. (3) The product is: [CH:22]1([NH:25][C:2]2[CH:12]=[CH:11][C:5]([C:6]([O:8][CH2:9][CH3:10])=[O:7])=[CH:4][C:3]=2[N+:13]([O-:15])=[O:14])[CH2:24][CH2:23]1. Given the reactants Cl[C:2]1[CH:12]=[CH:11][C:5]([C:6]([O:8][CH2:9][CH3:10])=[O:7])=[CH:4][C:3]=1[N+:13]([O-:15])=[O:14].C([O-])([O-])=O.[K+].[K+].[CH:22]1([NH2:25])[CH2:24][CH2:23]1, predict the reaction product. (4) Given the reactants [Br:1][C:2]1[CH:7]=[CH:6][C:5]([OH:8])=[CH:4][CH:3]=1.Cl[CH2:10][C:11]1[CH:20]=[CH:19][C:18]2[C:13](=[CH:14][CH:15]=[CH:16][CH:17]=2)[N:12]=1.C([O-])([O-])=O.[K+].[K+], predict the reaction product. The product is: [Br:1][C:2]1[CH:7]=[CH:6][C:5]([O:8][CH2:10][C:11]2[CH:20]=[CH:19][C:18]3[C:13](=[CH:14][CH:15]=[CH:16][CH:17]=3)[N:12]=2)=[CH:4][CH:3]=1.